Dataset: Forward reaction prediction with 1.9M reactions from USPTO patents (1976-2016). Task: Predict the product of the given reaction. (1) Given the reactants [Cl:1][C:2]1[C:3]([F:46])=[C:4]([C@@H:8]2[C@:12]([C:15]3[CH:20]=[CH:19][C:18]([Cl:21])=[CH:17][C:16]=3[F:22])([C:13]#[N:14])[C@H:11]([CH2:23][C:24]([CH3:27])([CH3:26])[CH3:25])[NH:10][C@H:9]2[C:28]([NH:30][C:31]2[CH:43]=[CH:42][C:34]([C:35]([O:37][CH2:38][C:39]([OH:41])=O)=[O:36])=[CH:33][C:32]=2[O:44][CH3:45])=[O:29])[CH:5]=[CH:6][CH:7]=1.CN(C(ON1N=NC2C=CC=NC1=2)=[N+](C)C)C.F[P-](F)(F)(F)(F)F.CCN(C(C)C)C(C)C.[NH2:80][CH2:81][CH2:82][O:83][CH2:84][CH2:85][O:86][CH2:87][CH2:88][O:89][CH2:90][CH2:91][OH:92], predict the reaction product. The product is: [OH:92][CH2:91][CH2:90][O:89][CH2:88][CH2:87][O:86][CH2:85][CH2:84][O:83][CH2:82][CH2:81][NH:80][C:39]([CH2:38][O:37][C:35](=[O:36])[C:34]1[CH:42]=[CH:43][C:31]([NH:30][C:28]([C@H:9]2[C@H:8]([C:4]3[CH:5]=[CH:6][CH:7]=[C:2]([Cl:1])[C:3]=3[F:46])[C@:12]([C:15]3[CH:20]=[CH:19][C:18]([Cl:21])=[CH:17][C:16]=3[F:22])([C:13]#[N:14])[C@H:11]([CH2:23][C:24]([CH3:25])([CH3:26])[CH3:27])[NH:10]2)=[O:29])=[C:32]([O:44][CH3:45])[CH:33]=1)=[O:41]. (2) Given the reactants [CH3:1][O:2][C:3]1[CH:47]=[CH:46][CH:45]=[CH:44][C:4]=1[CH2:5][O:6][CH2:7][CH2:8][CH2:9][O:10][C:11]1[CH:16]=[CH:15][C:14]([CH:17]2[CH2:22][CH2:21][N:20]([C:23]([O:25][C:26]([CH3:29])([CH3:28])[CH3:27])=[O:24])[CH2:19][CH:18]2[O:30][CH2:31][CH2:32]OS(C2C=CC(C)=CC=2)(=O)=O)=[CH:13][CH:12]=1.[OH:48][C:49]1[CH:54]=[CH:53][CH:52]=[CH:51][C:50]=1[NH:55][C:56](=[O:61])[CH2:57][CH2:58][O:59][CH3:60], predict the reaction product. The product is: [CH3:1][O:2][C:3]1[CH:47]=[CH:46][CH:45]=[CH:44][C:4]=1[CH2:5][O:6][CH2:7][CH2:8][CH2:9][O:10][C:11]1[CH:12]=[CH:13][C:14]([CH:17]2[CH2:22][CH2:21][N:20]([C:23]([O:25][C:26]([CH3:29])([CH3:27])[CH3:28])=[O:24])[CH2:19][CH:18]2[O:30][CH2:31][CH2:32][O:48][C:49]2[CH:54]=[CH:53][CH:52]=[CH:51][C:50]=2[NH:55][C:56](=[O:61])[CH2:57][CH2:58][O:59][CH3:60])=[CH:15][CH:16]=1. (3) Given the reactants [N+:1]([CH:4]1[C:13]2[C:8](=[CH:9][CH:10]=[CH:11][CH:12]=2)[CH2:7][CH2:6][N:5]1[C:14](=[O:16])[CH3:15])([O-])=O.[ClH:17], predict the reaction product. The product is: [ClH:17].[NH2:1][CH:4]1[C:13]2[C:8](=[CH:9][CH:10]=[CH:11][CH:12]=2)[CH2:7][CH2:6][N:5]1[C:14](=[O:16])[CH3:15]. (4) Given the reactants [Cl:1][C:2]1[C:3]([N:8]2[C:12]([SH:13])=[CH:11][CH:10]=[C:9]2[CH:14]=[O:15])=[N:4][CH:5]=[CH:6][CH:7]=1.CI.[C:18](=O)([O-])[O-].[K+].[K+].CN(C)C=O, predict the reaction product. The product is: [Cl:1][C:2]1[C:3]([N:8]2[C:12]([S:13][CH3:18])=[CH:11][CH:10]=[C:9]2[CH:14]=[O:15])=[N:4][CH:5]=[CH:6][CH:7]=1. (5) The product is: [NH4+:3].[OH-:11].[CH2:1]([N:3]([CH:4]1[CH2:5][C:6]2([CH2:9][N:8]([CH3:10])[CH2:7]2)[CH2:17]1)[C:18]1[C:33]2[CH2:32][CH:31]=[CH:30][CH2:29][CH2:28][C:27]3[CH:34]=[C:35]([CH3:40])[NH:36][C:37](=[O:38])[C:26]=3[CH2:25][NH:24][C:23](=[O:41])[C:22]=2[CH:21]=[CH:20][CH:19]=1)[CH3:2]. Given the reactants [CH2:1]([N:3]([C:18]1[C:33]2[CH2:32][CH:31]=[CH:30][CH2:29][CH2:28][C:27]3[CH:34]=[C:35]([CH3:40])[N:36]=[C:37]([O:38]C)[C:26]=3[CH2:25][NH:24][C:23](=[O:41])[C:22]=2[CH:21]=[CH:20][CH:19]=1)[CH:4]1[CH2:17][C:6]2([CH2:9][N:8]([C:10](OC(C)(C)C)=[O:11])[CH2:7]2)[CH2:5]1)[CH3:2].Cl.C=O.CC(O)=O.[BH-](OC(C)=O)(OC(C)=O)OC(C)=O.[Na+], predict the reaction product. (6) Given the reactants [NH2:1][C:2]1[C:11]([C:12]([NH:14][C:15]2[CH:16]=[N:17][CH:18]=[C:19]([F:40])[C:20]=2[N:21]2[CH2:26][CH2:25][N:24]([C:27]([CH:29]3[CH2:32][N:31](C(OC(C)(C)C)=O)[CH2:30]3)=[O:28])[CH2:23][CH2:22]2)=[O:13])=[C:5]2[N:6]=[CH:7][C:8]([F:10])=[CH:9][N:4]2[N:3]=1.C(O)(C(F)(F)F)=O, predict the reaction product. The product is: [NH2:1][C:2]1[C:11]([C:12]([NH:14][C:15]2[CH:16]=[N:17][CH:18]=[C:19]([F:40])[C:20]=2[N:21]2[CH2:22][CH2:23][N:24]([C:27]([CH:29]3[CH2:30][NH:31][CH2:32]3)=[O:28])[CH2:25][CH2:26]2)=[O:13])=[C:5]2[N:6]=[CH:7][C:8]([F:10])=[CH:9][N:4]2[N:3]=1.